This data is from Catalyst prediction with 721,799 reactions and 888 catalyst types from USPTO. The task is: Predict which catalyst facilitates the given reaction. (1) Product: [NH2:9][C:8]1[N:4]([CH2:3][CH2:2][OH:1])[N:5]=[CH:6][C:7]=1[NH:29][CH2:32][CH2:33][CH2:34][NH:35][C:36]([C:49]1[CH:54]=[CH:53][CH:52]=[CH:51][CH:50]=1)([C:37]1[CH:38]=[CH:39][CH:40]=[CH:41][CH:42]=1)[C:43]1[CH:48]=[CH:47][CH:46]=[CH:45][CH:44]=1. Reactant: [OH:1][CH2:2][CH2:3][N:4]1[C:8]([NH:9]C(C2C=CC=CC=2)(C2C=CC=CC=2)C2C=CC=CC=2)=[C:7]([N:29]([CH2:32][CH2:33][CH2:34][NH:35][C:36]([C:49]2[CH:54]=[CH:53][CH:52]=[CH:51][CH:50]=2)([C:43]2[CH:48]=[CH:47][CH:46]=[CH:45][CH:44]=2)[C:37]2[CH:42]=[CH:41][CH:40]=[CH:39][CH:38]=2)C=O)[CH:6]=[N:5]1.Cl.C([O-])(O)=O.[Na+]. The catalyst class is: 5. (2) Reactant: [OH-].[Na+].C[O:4][C:5](=[O:42])[CH2:6][C:7]1[CH:8]=[C:9]([C:15]2[CH:20]=[CH:19][C:18]([C:21]([CH2:39][CH3:40])([C:24]3[CH:29]=[CH:28][C:27](/[CH:30]=[CH:31]/[C:32]([CH2:36][CH3:37])([OH:35])[CH2:33][CH3:34])=[C:26]([CH3:38])[CH:25]=3)[CH2:22][CH3:23])=[CH:17][C:16]=2[CH3:41])[C:10]([O:13][CH3:14])=[CH:11][CH:12]=1.[Cl-].[NH4+]. Product: [CH2:22]([C:21]([C:18]1[CH:19]=[CH:20][C:15]([C:9]2[C:10]([O:13][CH3:14])=[CH:11][CH:12]=[C:7]([CH2:6][C:5]([OH:42])=[O:4])[CH:8]=2)=[C:16]([CH3:41])[CH:17]=1)([C:24]1[CH:29]=[CH:28][C:27](/[CH:30]=[CH:31]/[C:32]([CH2:33][CH3:34])([OH:35])[CH2:36][CH3:37])=[C:26]([CH3:38])[CH:25]=1)[CH2:39][CH3:40])[CH3:23]. The catalyst class is: 111. (3) Reactant: [Cu](C#N)[C:2]#[N:3].[F:6][C:7]1[CH:8]=[C:9]([N+:15]([O-:17])=[O:16])[C:10](I)=[C:11]([CH3:13])[CH:12]=1. Product: [F:6][C:7]1[CH:8]=[C:9]([N+:15]([O-:17])=[O:16])[C:10]([C:2]#[N:3])=[C:11]([CH3:13])[CH:12]=1. The catalyst class is: 9. (4) Reactant: [F:1][C:2]1[CH:7]=[C:6]([N+:8]([O-])=O)[CH:5]=[CH:4][C:3]=1[CH3:11].BrN1C(=O)CCC1=O.C(OOC(=O)C1C=CC=CC=1)(=O)C1C=CC=CC=1.[NH:38]1[CH2:43][CH2:42][O:41][CH2:40][CH2:39]1. Product: [F:1][C:2]1[CH:7]=[C:6]([NH2:8])[CH:5]=[CH:4][C:3]=1[CH2:11][N:38]1[CH2:43][CH2:42][O:41][CH2:40][CH2:39]1. The catalyst class is: 53. (5) Reactant: [NH2:1][C:2]1[CH:3]=[C:4]([C:8]2[CH:21]=[C:11]3[NH:12][C:13](=[O:20])[C:14]4[C:19]([N:10]3[N:9]=2)=[CH:18][CH:17]=[CH:16][CH:15]=4)[CH:5]=[CH:6][CH:7]=1.[N:22]1([CH2:28][CH2:29][C:30](O)=[O:31])[CH2:27][CH2:26][CH2:25][CH2:24][CH2:23]1.ON1C2C=CC=CC=2N=N1.F[P-](F)(F)(F)(F)F.N1(O[P+](N2CCCC2)(N2CCCC2)N2CCCC2)C2C=CC=CC=2N=N1.C(N(C(C)C)CC)(C)C. Product: [O:20]=[C:13]1[C:14]2[C:19](=[CH:18][CH:17]=[CH:16][CH:15]=2)[N:10]2[N:9]=[C:8]([C:4]3[CH:3]=[C:2]([NH:1][C:30](=[O:31])[CH2:29][CH2:28][N:22]4[CH2:27][CH2:26][CH2:25][CH2:24][CH2:23]4)[CH:7]=[CH:6][CH:5]=3)[CH:21]=[C:11]2[NH:12]1. The catalyst class is: 3. (6) Reactant: [CH3:1][NH:2][CH2:3][CH2:4][C@H:5]([O:11][C:12]1[C:21]2[C:16](=[CH:17][CH:18]=[CH:19][CH:20]=2)[CH:15]=[CH:14][CH:13]=1)[C:6]1[S:10][CH:9]=[CH:8][CH:7]=1.[ClH:22].CC(C)=O. Product: [CH3:1][NH:2][CH2:3][CH2:4][C@H:5]([O:11][C:12]1[C:21]2[C:16](=[CH:17][CH:18]=[CH:19][CH:20]=2)[CH:15]=[CH:14][CH:13]=1)[C:6]1[S:10][CH:9]=[CH:8][CH:7]=1.[ClH:22]. The catalyst class is: 21. (7) Reactant: [OH:1][CH2:2]/[CH:3]=[CH:4]/[CH2:5][O:6][C:7]1[CH:14]=[CH:13][CH:12]=[C:11]([N+:15]([O-:17])=[O:16])[C:8]=1[C:9]#[N:10].[C:18](C1C=C(C)C=C(C(C)(C)C)N=1)(C)(C)C.F[B-](F)(F)F.C[O+](C)C. Product: [CH3:18][O:1][CH2:2]/[CH:3]=[CH:4]/[CH2:5][O:6][C:7]1[CH:14]=[CH:13][CH:12]=[C:11]([N+:15]([O-:17])=[O:16])[C:8]=1[C:9]#[N:10]. The catalyst class is: 2. (8) Reactant: [CH:1]([C:3]1[N:4]=[C:5]([CH3:20])[NH:6][C:7]=1[C:8]1[C:9]([CH3:19])=[CH:10][C:11]([CH3:18])=[C:12]([CH:17]=1)[C:13]([O:15][CH3:16])=[O:14])=[O:2].[BH4-].[Na+]. Product: [OH:2][CH2:1][C:3]1[N:4]=[C:5]([CH3:20])[NH:6][C:7]=1[C:8]1[C:9]([CH3:19])=[CH:10][C:11]([CH3:18])=[C:12]([CH:17]=1)[C:13]([O:15][CH3:16])=[O:14]. The catalyst class is: 5. (9) Reactant: [NH2:1][C:2]1[CH:7]=[CH:6][C:5]([C:8]2([OH:25])[C:16]3[C:11](=[CH:12][CH:13]=[CH:14][CH:15]=3)[C:10](=[O:17])[N:9]2[CH2:18][C:19]2[CH:24]=[CH:23][CH:22]=[CH:21][CH:20]=2)=[CH:4][C:3]=1[N+:26]([O-])=O. Product: [NH2:26][C:3]1[CH:4]=[C:5]([C:8]2([OH:25])[C:16]3[C:11](=[CH:12][CH:13]=[CH:14][CH:15]=3)[C:10](=[O:17])[N:9]2[CH2:18][C:19]2[CH:20]=[CH:21][CH:22]=[CH:23][CH:24]=2)[CH:6]=[CH:7][C:2]=1[NH2:1]. The catalyst class is: 45.